From a dataset of Peptide-MHC class II binding affinity with 134,281 pairs from IEDB. Regression. Given a peptide amino acid sequence and an MHC pseudo amino acid sequence, predict their binding affinity value. This is MHC class II binding data. (1) The peptide sequence is TDALRTLGSTSADEV. The MHC is DRB1_0301 with pseudo-sequence DRB1_0301. The binding affinity (normalized) is 0.154. (2) The peptide sequence is AASLLDEDMDALEEA. The MHC is HLA-DPA10103-DPB10301 with pseudo-sequence HLA-DPA10103-DPB10301. The binding affinity (normalized) is 0.123. (3) The peptide sequence is QIQLSLLKVTAFQHQ. The MHC is DRB1_0101 with pseudo-sequence DRB1_0101. The binding affinity (normalized) is 0.745. (4) The peptide sequence is FRQHINYVLARPKLR. The MHC is HLA-DQA10301-DQB10302 with pseudo-sequence HLA-DQA10301-DQB10302. The binding affinity (normalized) is 0.130. (5) The peptide sequence is KLTITGKGTLDGQGK. The MHC is HLA-DPA10103-DPB10401 with pseudo-sequence HLA-DPA10103-DPB10401. The binding affinity (normalized) is 0. (6) The peptide sequence is AFKPVLVDEGRKVAI. The MHC is DRB3_0202 with pseudo-sequence DRB3_0202. The binding affinity (normalized) is 0. (7) The peptide sequence is VDSGAQLGELYYAIH. The MHC is DRB1_0701 with pseudo-sequence DRB1_0701. The binding affinity (normalized) is 0.341. (8) The binding affinity (normalized) is 0.0292. The MHC is HLA-DQA10501-DQB10301 with pseudo-sequence HLA-DQA10501-DQB10301. The peptide sequence is TEYKLTESIDNILVK. (9) The peptide sequence is GSSDNEFVKLAWRREHKDLD. The MHC is DRB1_1501 with pseudo-sequence DRB1_1501. The binding affinity (normalized) is 0.